The task is: Predict the reaction yield, written as a fraction of the theoretical maximum amount of product (1.0 means a 100% yield; for example, 0.34 means a 34% yield).. This data is from Reaction yield outcomes from USPTO patents with 853,638 reactions. (1) The reactants are C[O:2][C:3]1[CH:4]=[C:5]([CH:14]=[CH:15][C:16]2[CH:21]=[CH:20][CH:19]=[CH:18][C:17]=2[F:22])[CH:6]=[C:7]([O:12]C)[C:8]=1[CH2:9][CH2:10][CH3:11].Cl.N1C=CC=CC=1.CCOCC. The catalyst is C(OCC)(=O)C. The product is [F:22][C:17]1[CH:18]=[CH:19][CH:20]=[CH:21][C:16]=1[CH:15]=[CH:14][C:5]1[CH:6]=[C:7]([OH:12])[C:8]([CH2:9][CH2:10][CH3:11])=[C:3]([OH:2])[CH:4]=1. The yield is 0.950. (2) The reactants are [F:1][C:2]1[CH:7]=[CH:6][C:5]([F:8])=[CH:4][C:3]=1[CH:9]=[CH:10][C:11]([NH:13][C@H:14]([C:24]([O:26]C)=[O:25])[CH2:15][C:16]1[CH:21]=[CH:20][C:19]([O:22][CH3:23])=[CH:18][CH:17]=1)=[O:12].[OH-].[Na+]. The catalyst is CO. The product is [F:1][C:2]1[CH:7]=[CH:6][C:5]([F:8])=[CH:4][C:3]=1[CH:9]=[CH:10][C:11]([NH:13][C@H:14]([C:24]([OH:26])=[O:25])[CH2:15][C:16]1[CH:17]=[CH:18][C:19]([O:22][CH3:23])=[CH:20][CH:21]=1)=[O:12]. The yield is 0.890. (3) The reactants are C([O:3][C:4](=[O:21])[CH2:5][O:6][C@H:7]1[CH2:12][CH2:11][C@H:10]([NH:13][C:14]([O:16][C:17]([CH3:20])([CH3:19])[CH3:18])=[O:15])[CH2:9][CH2:8]1)C.O.[OH-].[Li+]. The catalyst is CO.O. The product is [C:17]([O:16][C:14]([NH:13][C@H:10]1[CH2:11][CH2:12][C@H:7]([O:6][CH2:5][C:4]([OH:21])=[O:3])[CH2:8][CH2:9]1)=[O:15])([CH3:20])([CH3:18])[CH3:19]. The yield is 0.920.